Task: Regression/Classification. Given a drug SMILES string, predict its absorption, distribution, metabolism, or excretion properties. Task type varies by dataset: regression for continuous measurements (e.g., permeability, clearance, half-life) or binary classification for categorical outcomes (e.g., BBB penetration, CYP inhibition). Dataset: cyp2c19_veith.. Dataset: CYP2C19 inhibition data for predicting drug metabolism from PubChem BioAssay The drug is CC1CCN(CC[S-])CC1.Cl[Pt].O.O. The result is 0 (non-inhibitor).